From a dataset of Catalyst prediction with 721,799 reactions and 888 catalyst types from USPTO. Predict which catalyst facilitates the given reaction. (1) Reactant: [Cl:1][C:2]1[CH:3]=[C:4]([C:12]([OH:14])=O)[CH:5]=[N:6][C:7]=1[O:8][CH:9]([CH3:11])[CH3:10].CN(C(ON1N=NC2C=CC=NC1=2)=[N+](C)C)C.F[P-](F)(F)(F)(F)F.CCN(C(C)C)C(C)C.O[NH:49][C:50]([C:52]1[CH:53]=[C:54]2[C:58](=[CH:59][C:60]=1[O:61][CH3:62])[NH:57][N:56]=[CH:55]2)=[NH:51]. Product: [Cl:1][C:2]1[CH:3]=[C:4]([C:12]2[O:14][N:49]=[C:50]([C:52]3[CH:53]=[C:54]4[C:58](=[CH:59][C:60]=3[O:61][CH3:62])[NH:57][N:56]=[CH:55]4)[N:51]=2)[CH:5]=[N:6][C:7]=1[O:8][CH:9]([CH3:10])[CH3:11]. The catalyst class is: 3. (2) Reactant: [CH3:1][O:2][C:3]1[CH:4]=[CH:5][C:6]2[S:12][CH2:11][CH2:10][N:9]([CH2:13][C:14]3[CH:15]=[CH:16][C:17]([C:20]([O:22]C)=[O:21])=[N:18][CH:19]=3)[CH2:8][C:7]=2[N:24]=1.[OH-].[Li+].CO.C1COCC1. Product: [CH3:1][O:2][C:3]1[CH:4]=[CH:5][C:6]2[S:12][CH2:11][CH2:10][N:9]([CH2:13][C:14]3[CH:15]=[CH:16][C:17]([C:20]([OH:22])=[O:21])=[N:18][CH:19]=3)[CH2:8][C:7]=2[N:24]=1. The catalyst class is: 6. (3) Reactant: [CH3:1][C:2]1[CH:3]=[CH:4][C:5]([NH2:8])=[N:6][CH:7]=1.[Al](Cl)(C)C.[CH3:13][N:14]1[C:22](=[O:23])[C:21]2[C:16](=[C:17]([O:28][C:29]3[CH:34]=[CH:33][C:32]([S:35]([CH3:38])(=[O:37])=[O:36])=[CH:31][CH:30]=3)[CH:18]=[C:19]([C:24](OC)=[O:25])[CH:20]=2)[CH2:15]1. Product: [CH3:13][N:14]1[C:22](=[O:23])[C:21]2[C:16](=[C:17]([O:28][C:29]3[CH:30]=[CH:31][C:32]([S:35]([CH3:38])(=[O:37])=[O:36])=[CH:33][CH:34]=3)[CH:18]=[C:19]([C:24]([NH:8][C:5]3[CH:4]=[CH:3][C:2]([CH3:1])=[CH:7][N:6]=3)=[O:25])[CH:20]=2)[CH2:15]1. The catalyst class is: 279. (4) Reactant: C(O)(C(F)(F)F)=O.[C:8](=[O:85])([O:17][C@H:18]1[C@:22]([F:24])([CH3:23])[C@H:21]([N:25]2[CH:33]=[N:32][C:31]3[C:26]2=[N:27][C:28]([NH:36]C(C2C=CC(OC)=CC=2)(C2C=CC(OC)=CC=2)C2C=CC=CC=2)=[N:29][C:30]=3[O:34][CH3:35])[O:20][C@@H:19]1[CH2:60][O:61]C(C1C=CC(OC)=CC=1)(C1C=CC(OC)=CC=1)C1C=CC=CC=1)[O:9][CH2:10][C:11]1[CH:16]=[CH:15][CH:14]=[CH:13][CH:12]=1.C([O-])(O)=O.[Na+]. Product: [C:8](=[O:85])([O:9][CH2:10][C:11]1[CH:12]=[CH:13][CH:14]=[CH:15][CH:16]=1)[O:17][C@H:18]1[C@:22]([F:24])([CH3:23])[C@H:21]([N:25]2[CH:33]=[N:32][C:31]3[C:26]2=[N:27][C:28]([NH2:36])=[N:29][C:30]=3[O:34][CH3:35])[O:20][C@@H:19]1[CH2:60][OH:61]. The catalyst class is: 2. (5) Reactant: [OH-].[Na+].[N+](C1C=CC(C([O:12][C@H:13]2[CH2:16][C@H:15]([CH2:17][CH2:18][O:19][CH2:20][C:21]3[CH:26]=[CH:25][CH:24]=[CH:23][CH:22]=3)[CH2:14]2)=O)=CC=1)([O-])=O.CC(O)=O. Product: [CH2:20]([O:19][CH2:18][CH2:17][C@H:15]1[CH2:14][C@H:13]([OH:12])[CH2:16]1)[C:21]1[CH:26]=[CH:25][CH:24]=[CH:23][CH:22]=1. The catalyst class is: 12. (6) Reactant: [Cl:1][C:2]1[CH:7]=[CH:6][C:5]([S:8][C@@H:9]2[C:18]3[C:13](=[C:14]([F:20])[CH:15]=[CH:16][C:17]=3[F:19])[O:12][CH2:11][C@H:10]2[CH:21]=O)=[CH:4][CH:3]=1.[CH2:23]([CH2:25][NH2:26])[OH:24].[BH4-].[Na+].CO. Product: [Cl:1][C:2]1[CH:3]=[CH:4][C:5]([S:8][CH:9]([NH:26][CH2:25][CH2:23][OH:24])[CH:10]2[CH2:21][C:18]3[C:13](=[C:14]([F:20])[CH:15]=[CH:16][C:17]=3[F:19])[O:12][CH2:11]2)=[CH:6][CH:7]=1. The catalyst class is: 375. (7) Reactant: [Cl:1][C:2]1[N:7]=[C:6]([CH2:8]O)[C:5]([I:10])=[CH:4][CH:3]=1.S(Cl)([Cl:13])=O. Product: [Cl:1][C:2]1[N:7]=[C:6]([CH2:8][Cl:13])[C:5]([I:10])=[CH:4][CH:3]=1. The catalyst class is: 2. (8) Reactant: [NH2:1][C:2]1[C:7]([N+:8]([O-:10])=[O:9])=[CH:6][CH:5]=[CH:4][C:3]=1[OH:11].[F:12][C:13]([F:24])([F:23])[C:14](O[C:14](=O)[C:13]([F:24])([F:23])[F:12])=O. Product: [N+:8]([C:7]1[C:2]2[N:1]=[C:14]([C:13]([F:24])([F:23])[F:12])[O:11][C:3]=2[CH:4]=[CH:5][CH:6]=1)([O-:10])=[O:9]. The catalyst class is: 2.